This data is from Full USPTO retrosynthesis dataset with 1.9M reactions from patents (1976-2016). The task is: Predict the reactants needed to synthesize the given product. (1) The reactants are: [CH3:1][O:2][C:3](=[O:15])[C:4]1[CH:13]=[C:12](Br)[CH:11]=[C:6]([C:7]([O:9][CH3:10])=[O:8])[CH:5]=1.C([O-])(=O)C.[K+].[NH2:21][C:22]1[C:23]([C:29]([O:31][CH3:32])=[O:30])=[N:24][C:25](Br)=[CH:26][N:27]=1.C(=O)(O)[O-].[Na+]. Given the product [NH2:21][C:22]1[N:27]=[CH:26][C:25]([C:12]2[CH:11]=[C:6]([C:7]([O:9][CH3:10])=[O:8])[CH:5]=[C:4]([C:3]([O:2][CH3:1])=[O:15])[CH:13]=2)=[N:24][C:23]=1[C:29]([O:31][CH3:32])=[O:30], predict the reactants needed to synthesize it. (2) Given the product [NH2:8][C:9]1([C:13]2[CH:14]=[CH:15][C:16]([C:19]3[O:27][C:26]4[C:25]([C:28]([NH:48][CH2:49][CH2:50][OH:51])=[O:29])=[CH:24][N:23]([CH3:31])[C:22](=[O:32])[C:21]=4[C:20]=3[C:33]3[CH:34]=[CH:35][CH:36]=[CH:37][CH:38]=3)=[CH:17][CH:18]=2)[CH2:10][CH2:11][CH2:12]1, predict the reactants needed to synthesize it. The reactants are: C(OC([NH:8][C:9]1([C:13]2[CH:18]=[CH:17][C:16]([C:19]3[O:27][C:26]4[C:25]([C:28](O)=[O:29])=[CH:24][N:23]([CH3:31])[C:22](=[O:32])[C:21]=4[C:20]=3[C:33]3[CH:38]=[CH:37][CH:36]=[CH:35][CH:34]=3)=[CH:15][CH:14]=2)[CH2:12][CH2:11][CH2:10]1)=O)(C)(C)C.CCN(C(C)C)C(C)C.[NH2:48][CH2:49][CH2:50][OH:51].CN(C(ON1N=NC2C=CC=NC1=2)=[N+](C)C)C.F[P-](F)(F)(F)(F)F. (3) Given the product [CH:1]1([CH2:7][CH2:8][C@H:9]([NH:29][C:30](=[O:39])[C:31]2[CH:36]=[CH:35][CH:34]=[C:33]([O:37][CH3:38])[CH:32]=2)[C:10](=[O:11])[NH:12][C@H:13]([CH2:18][N:19]2[C:27]3[C:22](=[CH:23][C:24]([F:28])=[CH:25][CH:26]=3)[CH2:21][CH2:20]2)[CH2:14][CH2:15][OH:16])[CH2:6][CH2:5][CH2:4][CH2:3][CH2:2]1, predict the reactants needed to synthesize it. The reactants are: [CH:1]1([CH2:7][CH2:8][C@H:9]([NH:29][C:30](=[O:39])[C:31]2[CH:36]=[CH:35][CH:34]=[C:33]([O:37][CH3:38])[CH:32]=2)[C:10]([NH:12][C@H:13]([CH2:18][N:19]2[C:27]3[C:22](=[CH:23][C:24]([F:28])=[CH:25][CH:26]=3)[CH2:21][CH2:20]2)[CH2:14][C:15](O)=[O:16])=[O:11])[CH2:6][CH2:5][CH2:4][CH2:3][CH2:2]1.C(N(CC)CC)C.ClC(OCC(C)C)=O.[BH4-].[Na+]. (4) Given the product [CH3:1][O:2][C:3]1[C:4]([CH2:16][CH:17]([C:19]2[CH:20]=[CH:21][CH:22]=[CH:23][CH:24]=2)[CH3:18])=[C:5]([CH2:9][CH2:10][C:11]([OH:13])=[O:12])[CH:6]=[CH:7][CH:8]=1, predict the reactants needed to synthesize it. The reactants are: [CH3:1][O:2][C:3]1[C:4]([CH2:16][CH:17]([C:19]2[CH:24]=[CH:23][CH:22]=[CH:21][CH:20]=2)[CH3:18])=[C:5]([CH2:9][CH2:10][C:11]([O:13]CC)=[O:12])[CH:6]=[CH:7][CH:8]=1.[OH-].[Na+].